The task is: Regression. Given two drug SMILES strings and cell line genomic features, predict the synergy score measuring deviation from expected non-interaction effect.. This data is from NCI-60 drug combinations with 297,098 pairs across 59 cell lines. (1) Drug 1: C1=CC(=CC=C1CCCC(=O)O)N(CCCl)CCCl. Drug 2: C1CCC(C(C1)N)N.C(=O)(C(=O)[O-])[O-].[Pt+4]. Cell line: OVCAR-5. Synergy scores: CSS=8.22, Synergy_ZIP=-10.4, Synergy_Bliss=-8.99, Synergy_Loewe=-14.4, Synergy_HSA=-6.25. (2) Synergy scores: CSS=54.2, Synergy_ZIP=6.75, Synergy_Bliss=6.76, Synergy_Loewe=5.14, Synergy_HSA=8.80. Cell line: SF-295. Drug 1: CCC1=CC2CC(C3=C(CN(C2)C1)C4=CC=CC=C4N3)(C5=C(C=C6C(=C5)C78CCN9C7C(C=CC9)(C(C(C8N6C)(C(=O)OC)O)OC(=O)C)CC)OC)C(=O)OC.C(C(C(=O)O)O)(C(=O)O)O. Drug 2: CC1=C(C=C(C=C1)C(=O)NC2=CC(=CC(=C2)C(F)(F)F)N3C=C(N=C3)C)NC4=NC=CC(=N4)C5=CN=CC=C5. (3) Drug 1: CN(C)N=NC1=C(NC=N1)C(=O)N. Drug 2: C1=C(C(=O)NC(=O)N1)N(CCCl)CCCl. Cell line: RXF 393. Synergy scores: CSS=24.3, Synergy_ZIP=3.09, Synergy_Bliss=5.97, Synergy_Loewe=-0.670, Synergy_HSA=6.23. (4) Drug 1: CNC(=O)C1=CC=CC=C1SC2=CC3=C(C=C2)C(=NN3)C=CC4=CC=CC=N4. Drug 2: CC(C)CN1C=NC2=C1C3=CC=CC=C3N=C2N. Cell line: SW-620. Synergy scores: CSS=-4.20, Synergy_ZIP=0.352, Synergy_Bliss=-5.27, Synergy_Loewe=-10.3, Synergy_HSA=-8.62. (5) Drug 1: C1CCN(CC1)CCOC2=CC=C(C=C2)C(=O)C3=C(SC4=C3C=CC(=C4)O)C5=CC=C(C=C5)O. Drug 2: CS(=O)(=O)OCCCCOS(=O)(=O)C. Cell line: HS 578T. Synergy scores: CSS=-8.39, Synergy_ZIP=5.44, Synergy_Bliss=4.38, Synergy_Loewe=-11.3, Synergy_HSA=-7.96. (6) Drug 1: CC1=C2C(C(=O)C3(C(CC4C(C3C(C(C2(C)C)(CC1OC(=O)C(C(C5=CC=CC=C5)NC(=O)OC(C)(C)C)O)O)OC(=O)C6=CC=CC=C6)(CO4)OC(=O)C)OC)C)OC. Drug 2: C1=CC(=C2C(=C1NCCNCCO)C(=O)C3=C(C=CC(=C3C2=O)O)O)NCCNCCO. Cell line: SF-268. Synergy scores: CSS=49.7, Synergy_ZIP=-6.78, Synergy_Bliss=-9.12, Synergy_Loewe=-3.53, Synergy_HSA=-1.13. (7) Drug 1: CN(C(=O)NC(C=O)C(C(C(CO)O)O)O)N=O. Drug 2: CC1=C(C(=O)C2=C(C1=O)N3CC4C(C3(C2COC(=O)N)OC)N4)N. Cell line: HCT-15. Synergy scores: CSS=7.89, Synergy_ZIP=-8.29, Synergy_Bliss=-0.599, Synergy_Loewe=-7.65, Synergy_HSA=0.148.